Dataset: Catalyst prediction with 721,799 reactions and 888 catalyst types from USPTO. Task: Predict which catalyst facilitates the given reaction. (1) Reactant: [ClH:1].C([N:15]1[CH2:18][C:17]([CH:20]2[CH2:22][CH2:21]2)([F:19])[CH2:16]1)(C1C=CC=CC=1)C1C=CC=CC=1. Product: [ClH:1].[CH:20]1([C:17]2([F:19])[CH2:18][NH:15][CH2:16]2)[CH2:22][CH2:21]1. The catalyst class is: 63. (2) Reactant: CC1(C)C2C(=C(P(C3C=CC=CC=3)C3C=CC=CC=3)C=CC=2)OC2C(P(C3C=CC=CC=3)C3C=CC=CC=3)=CC=CC1=2.C(=O)([O-])[O-].[Cs+].[Cs+].Cl[C:50]1[CH:51]=[CH:52][C:53]2[CH2:54][N:55]([CH3:67])[CH2:56][C@@H:57]([C:61]3[CH:66]=[CH:65][CH:64]=[CH:63][CH:62]=3)[O:58][C:59]=2[N:60]=1.[NH2:68][C:69]1[N:74]=[C:73]([O:75][CH3:76])[C:72]([C:77]2[CH:78]=[N:79][N:80]([C:82]([O:84][C:85]([CH3:88])([CH3:87])[CH3:86])=[O:83])[CH:81]=2)=[CH:71][CH:70]=1. Product: [CH3:76][O:75][C:73]1[C:72]([C:77]2[CH:78]=[N:79][N:80]([C:82]([O:84][C:85]([CH3:87])([CH3:86])[CH3:88])=[O:83])[CH:81]=2)=[CH:71][CH:70]=[C:69]([NH:68][C:50]2[CH:51]=[CH:52][C:53]3[CH2:54][N:55]([CH3:67])[CH2:56][C@@H:57]([C:61]4[CH:66]=[CH:65][CH:64]=[CH:63][CH:62]=4)[O:58][C:59]=3[N:60]=2)[N:74]=1. The catalyst class is: 160.